From a dataset of Forward reaction prediction with 1.9M reactions from USPTO patents (1976-2016). Predict the product of the given reaction. (1) Given the reactants [CH2:1]([N:8]([CH2:18][C:19]1[CH:24]=[CH:23][CH:22]=[CH:21][CH:20]=1)[C:9]1[CH:14]=[C:13]([CH3:15])[C:12](Br)=[CH:11][C:10]=1[F:17])[C:2]1[CH:7]=[CH:6][CH:5]=[CH:4][CH:3]=1.[N:25]1([C:31]([O:33][C:34]([CH3:37])([CH3:36])[CH3:35])=[O:32])[CH2:30][CH2:29][NH:28][CH2:27][CH2:26]1.C1(P(C2C=CC=CC=2)C2C=CC3C(=CC=CC=3)C=2C2C3C(=CC=CC=3)C=CC=2P(C2C=CC=CC=2)C2C=CC=CC=2)C=CC=CC=1.C(=O)([O-])[O-].[Cs+].[Cs+], predict the reaction product. The product is: [CH2:1]([N:8]([CH2:18][C:19]1[CH:24]=[CH:23][CH:22]=[CH:21][CH:20]=1)[C:9]1[C:10]([F:17])=[CH:11][C:12]([N:28]2[CH2:27][CH2:26][N:25]([C:31]([O:33][C:34]([CH3:37])([CH3:36])[CH3:35])=[O:32])[CH2:30][CH2:29]2)=[C:13]([CH3:15])[CH:14]=1)[C:2]1[CH:7]=[CH:6][CH:5]=[CH:4][CH:3]=1. (2) Given the reactants [OH:1][C:2]([C:25]1[N:26]=[N:27][N:28]([CH2:30][O:31][CH2:32][CH2:33][Si:34]([CH3:37])([CH3:36])[CH3:35])[CH:29]=1)([CH3:24])[C:3]#[C:4][C:5]1[CH:6]=[C:7]([N:11]2[C:19]3[C:14](=[CH:15][CH:16]=[CH:17][CH:18]=3)[C:13]([C:20]([O:22]C)=O)=[N:12]2)[CH:8]=[CH:9][CH:10]=1.[NH3:38], predict the reaction product. The product is: [OH:1][C:2]([C:25]1[N:26]=[N:27][N:28]([CH2:30][O:31][CH2:32][CH2:33][Si:34]([CH3:37])([CH3:35])[CH3:36])[CH:29]=1)([CH3:24])[C:3]#[C:4][C:5]1[CH:6]=[C:7]([N:11]2[C:19]3[C:14](=[CH:15][CH:16]=[CH:17][CH:18]=3)[C:13]([C:20]([NH2:38])=[O:22])=[N:12]2)[CH:8]=[CH:9][CH:10]=1. (3) Given the reactants [F:1][C:2]1[C:30]([N:31]2[CH2:36][CH2:35][NH:34][CH2:33][CH2:32]2)=[CH:29][C:5]2[N:6]([CH2:17][C:18]3[CH:23]=[CH:22][C:21]([O:24][C:25]([F:28])([F:27])[F:26])=[CH:20][CH:19]=3)[C:7]([CH2:9][O:10][C:11]3[CH:16]=[CH:15][CH:14]=[CH:13][CH:12]=3)=[N:8][C:4]=2[CH:3]=1.[C:37](Cl)(=[O:41])[CH2:38][CH2:39][CH3:40], predict the reaction product. The product is: [F:1][C:2]1[C:30]([N:31]2[CH2:36][CH2:35][N:34]([C:37](=[O:41])[CH2:38][CH2:39][CH3:40])[CH2:33][CH2:32]2)=[CH:29][C:5]2[N:6]([CH2:17][C:18]3[CH:19]=[CH:20][C:21]([O:24][C:25]([F:26])([F:27])[F:28])=[CH:22][CH:23]=3)[C:7]([CH2:9][O:10][C:11]3[CH:12]=[CH:13][CH:14]=[CH:15][CH:16]=3)=[N:8][C:4]=2[CH:3]=1. (4) The product is: [C:5]1([C:1]([OH:4])([CH2:11][CH3:12])[C:2]#[CH:3])[CH:10]=[CH:9][CH:8]=[CH:7][CH:6]=1. Given the reactants [C:1]([C:5]1[CH:10]=[CH:9][CH:8]=[CH:7][CH:6]=1)(=[O:4])[CH2:2][CH3:3].[C:11]([Mg]Br)#[CH:12].Cl.C(OCC)C, predict the reaction product. (5) Given the reactants Cl[C:2]1[CH:3]=[N:4][CH:5]=[C:6]([F:11])[C:7]=1[CH:8]1[CH2:10][CH2:9]1.C(=O)(OC(C)(C)C)[NH2:13].CC(C)([O-])C.[Na+].CC(C1C=C(C(C)C)C(C2C(P(C3CCCCC3)C3CCCCC3)=C(OC)C=CC=2OC)=C(C(C)C)C=1)C.C(O)(C(F)(F)F)=O, predict the reaction product. The product is: [CH:8]1([C:7]2[C:6]([F:11])=[CH:5][N:4]=[CH:3][C:2]=2[NH2:13])[CH2:10][CH2:9]1. (6) Given the reactants [Cl:1][C:2]1[CH:3]=[C:4]([NH2:8])[CH:5]=[CH:6][CH:7]=1.F[C:10](F)(F)[C:11]1[CH:16]=[CH:15][C:14]([CH2:17][C:18](O)=O)=[CH:13][CH:12]=1, predict the reaction product. The product is: [Cl:1][C:2]1[CH:3]=[C:4]([NH:8][CH2:18][CH2:17][C:14]2[CH:15]=[CH:16][C:11]([CH3:10])=[CH:12][CH:13]=2)[CH:5]=[CH:6][CH:7]=1.